Dataset: Forward reaction prediction with 1.9M reactions from USPTO patents (1976-2016). Task: Predict the product of the given reaction. (1) Given the reactants [N+:1]([C:4]1[CH:13]=[CH:12][C:7]([CH2:8][N:9]([CH3:11])[CH3:10])=[CH:6][CH:5]=1)([O-])=O, predict the reaction product. The product is: [NH2:1][C:4]1[CH:5]=[CH:6][C:7]([CH2:8][N:9]([CH3:11])[CH3:10])=[CH:12][CH:13]=1. (2) Given the reactants [CH3:1][C:2]1[O:6][C:5]([C:7]2[CH:14]=[CH:13][C:10]([CH:11]=O)=[CH:9][CH:8]=2)=[N:4][N:3]=1.[NH2:15][C:16]1[N:17]=[N:18][C:19]([CH3:22])=[CH:20][CH:21]=1.C([O:25][C:26](=O)[C:27]([OH:40])=[CH:28][C:29]([C:31]1[CH:36]=[CH:35][C:34]([CH:37]([CH3:39])[CH3:38])=[CH:33][CH:32]=1)=[O:30])C, predict the reaction product. The product is: [OH:40][C:27]1[C:26](=[O:25])[N:15]([C:16]2[N:17]=[N:18][C:19]([CH3:22])=[CH:20][CH:21]=2)[CH:11]([C:10]2[CH:13]=[CH:14][C:7]([C:5]3[O:6][C:2]([CH3:1])=[N:3][N:4]=3)=[CH:8][CH:9]=2)[C:28]=1[C:29](=[O:30])[C:31]1[CH:36]=[CH:35][C:34]([CH:37]([CH3:39])[CH3:38])=[CH:33][CH:32]=1.